Dataset: Catalyst prediction with 721,799 reactions and 888 catalyst types from USPTO. Task: Predict which catalyst facilitates the given reaction. (1) Reactant: [CH3:1][C:2]([O:4][C:5]1[S:9][C:8]2[CH2:10][CH2:11][N:12]([CH:14]([C:22]([CH:24]3[CH2:26][CH2:25]3)=[O:23])[C:15]3[CH:16]=[CH:17][CH:18]=[CH:19][C:20]=3[F:21])[CH2:13][C:7]=2[CH:6]=1)=[O:3].[BrH:27]. Product: [CH3:1][C:2]([O:4][C:5]1[S:9][C:8]2[CH2:10][CH2:11][N:12]([CH:14]([C:22]([CH:24]3[CH2:26][CH2:25]3)=[O:23])[C:15]3[C:20]([F:21])=[CH:19][CH:18]=[CH:17][CH:16]=3)[CH2:13][C:7]=2[CH:6]=1)=[O:3].[BrH:27]. The catalyst class is: 21. (2) Reactant: [C:1]1([CH3:10])[CH:6]=[CH:5][C:4]([CH2:7][CH2:8]O)=[CH:3][CH:2]=1.C1C=CC(P(C2C=CC=CC=2)C2C=CC=CC=2)=CC=1.C1C(=O)N([Br:37])C(=O)C1. Product: [Br:37][CH2:8][CH2:7][C:4]1[CH:5]=[CH:6][C:1]([CH3:10])=[CH:2][CH:3]=1. The catalyst class is: 2. (3) Reactant: C([O:8][C:9]1[CH:18]=[CH:17][C:12]([C:13]([O:15][CH3:16])=[O:14])=[C:11]([O:19][CH3:20])[CH:10]=1)C1C=CC=CC=1.O1CCCC1. Product: [OH:8][C:9]1[CH:18]=[CH:17][C:12]([C:13]([O:15][CH3:16])=[O:14])=[C:11]([O:19][CH3:20])[CH:10]=1. The catalyst class is: 129. (4) Reactant: [CH3:1][S:2]([N:5]1[CH2:10][CH2:9][CH2:8][C@H:7]([NH:11][C:12]2[C:17]([C:18]3[N:19]=[C:20]4[CH:26]=[CH:25][N:24](COCC[Si](C)(C)C)[C:21]4=[N:22][CH:23]=3)=[CH:16][N:15]=[C:14](S(C)(=O)=O)[N:13]=2)[CH2:6]1)(=[O:4])=[O:3].[NH:39]1[CH2:44][CH2:43][S:42](=[O:46])(=[O:45])[CH2:41][CH2:40]1.CS(C)(=O)=O. Product: [O:45]=[S:42]1(=[O:46])[CH2:43][CH2:44][N:39]([C:14]2[N:13]=[C:12]([NH:11][C@H:7]3[CH2:8][CH2:9][CH2:10][N:5]([S:2]([CH3:1])(=[O:3])=[O:4])[CH2:6]3)[C:17]([C:18]3[N:19]=[C:20]4[CH:26]=[CH:25][NH:24][C:21]4=[N:22][CH:23]=3)=[CH:16][N:15]=2)[CH2:40][CH2:41]1. The catalyst class is: 12. (5) Reactant: [F:1][C:2]1[CH:3]=[C:4]([N:17]2[CH2:21][CH:20]([CH2:22][NH:23][C:24](=[O:26])[CH3:25])[O:19][C:18]2=[O:27])[CH:5]=[CH:6][C:7]=1[N:8]1[CH:12]=[C:11]([CH2:13][C:14](=[S:16])[NH2:15])[N:10]=[CH:9]1.Cl[CH2:29][C:30](=O)[CH3:31]. Product: [F:1][C:2]1[CH:3]=[C:4]([N:17]2[CH2:21][C@H:20]([CH2:22][NH:23][C:24](=[O:26])[CH3:25])[O:19][C:18]2=[O:27])[CH:5]=[CH:6][C:7]=1[N:8]1[CH:12]=[C:11]([CH2:13][C:14]2[S:16][CH:29]=[C:30]([CH3:31])[N:15]=2)[N:10]=[CH:9]1. The catalyst class is: 8.